This data is from Volume of distribution at steady state (VDss) regression data from Lombardo et al.. The task is: Regression/Classification. Given a drug SMILES string, predict its absorption, distribution, metabolism, or excretion properties. Task type varies by dataset: regression for continuous measurements (e.g., permeability, clearance, half-life) or binary classification for categorical outcomes (e.g., BBB penetration, CYP inhibition). For this dataset (vdss_lombardo), we predict log10(VDss) (log10 of volume of distribution in L/kg). (1) The drug is CCCC[NH+]1CCCCC1C(=O)Nc1c(C)cccc1C. The log10(VDss) is -0.0800. (2) The compound is COP(=O)(c1cc(C)cc(/C=C/C#N)c1)c1c(C(N)=O)[nH]c2ccc(Cl)cc12. The log10(VDss) is -0.250.